From a dataset of NCI-60 drug combinations with 297,098 pairs across 59 cell lines. Regression. Given two drug SMILES strings and cell line genomic features, predict the synergy score measuring deviation from expected non-interaction effect. (1) Drug 1: C1=CC(=C2C(=C1NCCNCCO)C(=O)C3=C(C=CC(=C3C2=O)O)O)NCCNCCO. Drug 2: C1=C(C(=O)NC(=O)N1)F. Cell line: OVCAR-5. Synergy scores: CSS=48.1, Synergy_ZIP=-3.34, Synergy_Bliss=-0.0288, Synergy_Loewe=4.01, Synergy_HSA=6.62. (2) Drug 1: CC1=C(C=C(C=C1)C(=O)NC2=CC(=CC(=C2)C(F)(F)F)N3C=C(N=C3)C)NC4=NC=CC(=N4)C5=CN=CC=C5. Drug 2: C1=CN(C=N1)CC(O)(P(=O)(O)O)P(=O)(O)O. Cell line: OVCAR-5. Synergy scores: CSS=0.815, Synergy_ZIP=-0.418, Synergy_Bliss=0.354, Synergy_Loewe=-0.661, Synergy_HSA=-0.676. (3) Drug 1: CC=C1C(=O)NC(C(=O)OC2CC(=O)NC(C(=O)NC(CSSCCC=C2)C(=O)N1)C(C)C)C(C)C. Drug 2: CC1CCCC2(C(O2)CC(NC(=O)CC(C(C(=O)C(C1O)C)(C)C)O)C(=CC3=CSC(=N3)C)C)C. Cell line: HCC-2998. Synergy scores: CSS=77.2, Synergy_ZIP=-1.86, Synergy_Bliss=-1.96, Synergy_Loewe=-7.27, Synergy_HSA=2.32. (4) Drug 1: CCCS(=O)(=O)NC1=C(C(=C(C=C1)F)C(=O)C2=CNC3=C2C=C(C=N3)C4=CC=C(C=C4)Cl)F. Drug 2: C1=C(C(=O)NC(=O)N1)N(CCCl)CCCl. Cell line: NCI-H226. Synergy scores: CSS=14.7, Synergy_ZIP=-2.84, Synergy_Bliss=2.51, Synergy_Loewe=-1.27, Synergy_HSA=1.05. (5) Drug 1: CN(C)N=NC1=C(NC=N1)C(=O)N. Drug 2: C1C(C(OC1N2C=NC3=C(N=C(N=C32)Cl)N)CO)O. Cell line: MOLT-4. Synergy scores: CSS=60.8, Synergy_ZIP=0.982, Synergy_Bliss=-5.10, Synergy_Loewe=-5.58, Synergy_HSA=-1.84. (6) Drug 1: C1=NC2=C(N1)C(=S)N=CN2. Drug 2: B(C(CC(C)C)NC(=O)C(CC1=CC=CC=C1)NC(=O)C2=NC=CN=C2)(O)O. Cell line: IGROV1. Synergy scores: CSS=31.5, Synergy_ZIP=-4.39, Synergy_Bliss=-8.29, Synergy_Loewe=-36.1, Synergy_HSA=-7.50.